From a dataset of Full USPTO retrosynthesis dataset with 1.9M reactions from patents (1976-2016). Predict the reactants needed to synthesize the given product. (1) The reactants are: [Cl:1][C:2]1[CH:3]=[C:4]([C:10]2[CH:15]=[CH:14][C:13]([O:16]C)=[C:12]([F:18])[CH:11]=2)[CH:5]=[CH:6][C:7]=1[CH:8]=[O:9].B(Br)(Br)Br. Given the product [Cl:1][C:2]1[CH:3]=[C:4]([C:10]2[CH:15]=[CH:14][C:13]([OH:16])=[C:12]([F:18])[CH:11]=2)[CH:5]=[CH:6][C:7]=1[CH:8]=[O:9], predict the reactants needed to synthesize it. (2) Given the product [CH3:1][O:2][C:3]1[C:12]([O:13][CH3:14])=[C:11]([O:15][CH3:16])[CH:10]=[C:9]2[C:4]=1[CH:5]=[CH:6][C:7]([CH2:17][CH2:18][C:19]([O:21][CH2:22][CH3:23])=[O:20])=[CH:8]2, predict the reactants needed to synthesize it. The reactants are: [CH3:1][O:2][C:3]1[C:12]([O:13][CH3:14])=[C:11]([O:15][CH3:16])[CH:10]=[C:9]2[C:4]=1[CH:5]=[CH:6][C:7]([CH:17]=[CH:18][C:19]([O:21][CH2:22][CH3:23])=[O:20])=[CH:8]2. (3) Given the product [F:39][C:38]([F:41])([F:40])[C:36]([OH:42])=[O:37].[CH:31]([N:27]1[C:26]([C:20]2[N:19]=[C:18]3[N:22]([CH2:23][CH2:24][O:25][C:16]4[CH:15]=[C:14]([CH:11]5[CH2:12][CH2:13][NH:8][CH2:9][CH2:10]5)[CH:35]=[CH:34][C:17]=43)[CH:21]=2)=[N:30][CH:29]=[N:28]1)([CH3:33])[CH3:32], predict the reactants needed to synthesize it. The reactants are: C(OC([N:8]1[CH2:13][CH2:12][CH:11]([C:14]2[CH:35]=[CH:34][C:17]3[C:18]4[N:22]([CH2:23][CH2:24][O:25][C:16]=3[CH:15]=2)[CH:21]=[C:20]([C:26]2[N:27]([CH:31]([CH3:33])[CH3:32])[N:28]=[CH:29][N:30]=2)[N:19]=4)[CH2:10][CH2:9]1)=O)(C)(C)C.[C:36]([OH:42])([C:38]([F:41])([F:40])[F:39])=[O:37]. (4) Given the product [NH:27]1[C:35]2=[N:34][CH:33]=[CH:32][CH:31]=[C:30]2[C:29](/[CH:36]=[C:8]2\[O:9][C:5]3[C:4]([CH2:13][N:14]4[CH2:15][CH2:16][N:17]([C:20]([O:22][C:23]([CH3:26])([CH3:25])[CH3:24])=[O:21])[CH2:18][CH2:19]4)=[C:3]([O:2][CH3:1])[CH:12]=[CH:11][C:6]=3[C:7]\2=[O:10])=[CH:28]1, predict the reactants needed to synthesize it. The reactants are: [CH3:1][O:2][C:3]1[CH:12]=[CH:11][C:6]2[C:7](=[O:10])[CH2:8][O:9][C:5]=2[C:4]=1[CH2:13][N:14]1[CH2:19][CH2:18][N:17]([C:20]([O:22][C:23]([CH3:26])([CH3:25])[CH3:24])=[O:21])[CH2:16][CH2:15]1.[NH:27]1[C:35]2[C:30](=[CH:31][CH:32]=[CH:33][N:34]=2)[C:29]([CH:36]=O)=[CH:28]1.N1CCCCC1.